Predict the product of the given reaction. From a dataset of Forward reaction prediction with 1.9M reactions from USPTO patents (1976-2016). (1) Given the reactants I[C:2]1[CH:3]=[C:4]([CH:16]=[CH:17][CH:18]=1)[O:5][C:6]1[CH:11]=[CH:10][N:9]=[C:8]([C:12]([NH:14][CH3:15])=[O:13])[CH:7]=1.C1(C)C=CC=CC=1P(C1C=CC=CC=1C)C1C=CC=CC=1C.[CH:41]([N:43]1[C:51](=[O:52])[C:50]2[C:45](=[CH:46][CH:47]=[CH:48][CH:49]=2)[C:44]1=[O:53])=[CH2:42].CCN(C(C)C)C(C)C, predict the reaction product. The product is: [O:53]=[C:44]1[C:45]2[C:50](=[CH:49][CH:48]=[CH:47][CH:46]=2)[C:51](=[O:52])[N:43]1/[CH:41]=[CH:42]/[C:2]1[CH:3]=[C:4]([CH:16]=[CH:17][CH:18]=1)[O:5][C:6]1[CH:11]=[CH:10][N:9]=[C:8]([C:12]([NH:14][CH3:15])=[O:13])[CH:7]=1. (2) Given the reactants [F:1][C:2]1[CH:7]=[CH:6][C:5]([O:8][C:9](=[O:31])[N:10]([C@H:12]2[C@H:16]([C:17]3[CH:22]=[CH:21][C:20]([Cl:23])=[CH:19][CH:18]=3)[CH2:15][N:14]([C:24]([CH:26]3[CH2:30][CH2:29][NH:28][CH2:27]3)=[O:25])[CH2:13]2)[CH3:11])=[CH:4][CH:3]=1.[CH:32]1([C:35](Cl)=[O:36])[CH2:34][CH2:33]1, predict the reaction product. The product is: [F:1][C:2]1[CH:7]=[CH:6][C:5]([O:8][C:9](=[O:31])[N:10]([C@H:12]2[C@H:16]([C:17]3[CH:22]=[CH:21][C:20]([Cl:23])=[CH:19][CH:18]=3)[CH2:15][N:14]([C:24]([CH:26]3[CH2:30][CH2:29][N:28]([C:35]([CH:32]4[CH2:34][CH2:33]4)=[O:36])[CH2:27]3)=[O:25])[CH2:13]2)[CH3:11])=[CH:4][CH:3]=1. (3) Given the reactants [CH:1]1([N:5]2[CH2:11][CH2:10][C:9]3[CH:12]=[C:13]([OH:16])[CH:14]=[CH:15][C:8]=3[CH2:7][CH2:6]2)[CH2:4][CH2:3][CH2:2]1.Cl[C:18]1[N:23]=[CH:22][C:21]([C:24]([O:26][CH3:27])=[O:25])=[CH:20][CH:19]=1.COC(C1C=NC(OC2C=CC3CCN(C4CCC4)CCC=3C=2)=CN=1)=O, predict the reaction product. The product is: [CH3:27][O:26][C:24]([C:21]1[CH:22]=[N:23][C:18]([O:16][C:13]2[CH:14]=[CH:15][C:8]3[CH2:7][CH2:6][N:5]([CH:1]4[CH2:4][CH2:3][CH2:2]4)[CH2:11][CH2:10][C:9]=3[CH:12]=2)=[CH:19][CH:20]=1)=[O:25]. (4) Given the reactants [C:1]1([C:7]2([CH:10]=O)[CH2:9][CH2:8]2)[CH:6]=[CH:5][CH:4]=[CH:3][CH:2]=1.[CH3:12][NH2:13].[N+:14]([C:16]1[CH2:21][CH2:20][CH2:19][CH2:18][CH:17]=1)#[C-:15].[CH:22]([OH:24])=O.C[OH:26], predict the reaction product. The product is: [C:16]1([NH:14][C:15](=[O:26])[CH:10]([N:13]([CH:22]=[O:24])[CH3:12])[C:7]2([C:1]3[CH:2]=[CH:3][CH:4]=[CH:5][CH:6]=3)[CH2:8][CH2:9]2)[CH2:21][CH2:20][CH2:19][CH2:18][CH:17]=1.